Predict the product of the given reaction. From a dataset of Forward reaction prediction with 1.9M reactions from USPTO patents (1976-2016). (1) Given the reactants [OH:1][C:2]1[CH:7]=[CH:6][C:5]([C:8]2[N:13]=[C:12]([NH:14][C:15]3[CH:23]=[CH:22][C:18]([C:19]([OH:21])=O)=[CH:17][C:16]=3[O:24][CH3:25])[CH:11]=[N:10][CH:9]=2)=[CH:4][CH:3]=1.[CH2:26]([N:28]([CH2:31]C)[CH2:29][CH3:30])[CH3:27].[CH3:33][N:34](C(ON1N=NC2C=CC=CC1=2)=[N+](C)C)C.[B-](F)(F)(F)F, predict the reaction product. The product is: [OH:1][C:2]1[CH:7]=[CH:6][C:5]([C:8]2[N:13]=[C:12]([NH:14][C:15]3[CH:23]=[CH:22][C:18]([C:19]([N:34]([CH3:33])[CH:27]4[CH2:30][CH2:29][N:28]([CH3:31])[CH2:26]4)=[O:21])=[CH:17][C:16]=3[O:24][CH3:25])[CH:11]=[N:10][CH:9]=2)=[CH:4][CH:3]=1. (2) Given the reactants [O:1]1[CH2:5][CH2:4][CH:3]([CH2:6][O:7][C:8]([N:10]2[CH2:15][CH2:14][N:13](CC3C=CC=CC=3)[CH2:12][CH2:11]2)=[O:9])[CH2:2]1.[H][H], predict the reaction product. The product is: [O:1]1[CH2:5][CH2:4][CH:3]([CH2:6][O:7][C:8]([N:10]2[CH2:11][CH2:12][NH:13][CH2:14][CH2:15]2)=[O:9])[CH2:2]1. (3) Given the reactants Cl[C:2]1[CH:7]=[C:6]([NH:8][C:9]2[CH:18]=[CH:17][CH:16]=[CH:15][C:10]=2[C:11]([NH:13][CH3:14])=[O:12])[C:5]([F:19])=[CH:4][N:3]=1.Cl.[CH3:21][O:22][C:23]1[CH:28]=[C:27]([N:29]2[CH2:34][CH2:33][O:32][CH2:31][CH2:30]2)[CH:26]=[CH:25][C:24]=1[NH2:35].C(=O)([O-])[O-].[Cs+].[Cs+].C1(P(C2C=CC=CC=2)C2C=CC3C(=CC=CC=3)C=2C2C3C(=CC=CC=3)C=CC=2P(C2C=CC=CC=2)C2C=CC=CC=2)C=CC=CC=1, predict the reaction product. The product is: [F:19][C:5]1[C:6]([NH:8][C:9]2[CH:18]=[CH:17][CH:16]=[CH:15][C:10]=2[C:11]([NH:13][CH3:14])=[O:12])=[CH:7][C:2]([NH:35][C:24]2[CH:25]=[CH:26][C:27]([N:29]3[CH2:30][CH2:31][O:32][CH2:33][CH2:34]3)=[CH:28][C:23]=2[O:22][CH3:21])=[N:3][CH:4]=1. (4) Given the reactants [H-].[Na+].[C:3]([C:5]1[CH:10]=[CH:9][N:8]2[N:11]=[CH:12][C:13]([C:14]3[N:19]=[C:18]([NH:20][C@@H:21]4[CH2:26][CH2:25][CH2:24][N:23]([C:27]([O:29][C:30]([CH3:33])([CH3:32])[CH3:31])=[O:28])[CH2:22]4)[CH:17]=[CH:16][N:15]=3)=[C:7]2[CH:6]=1)#[N:4].[CH3:34]I, predict the reaction product. The product is: [C:3]([C:5]1[CH:10]=[CH:9][N:8]2[N:11]=[CH:12][C:13]([C:14]3[N:19]=[C:18]([N:20]([CH3:34])[C@@H:21]4[CH2:26][CH2:25][CH2:24][N:23]([C:27]([O:29][C:30]([CH3:33])([CH3:32])[CH3:31])=[O:28])[CH2:22]4)[CH:17]=[CH:16][N:15]=3)=[C:7]2[CH:6]=1)#[N:4]. (5) Given the reactants [F:1][C:2]1[C:10]([F:11])=[CH:9][C:8]([I:12])=[CH:7][C:3]=1[C:4](O)=[O:5], predict the reaction product. The product is: [F:1][C:2]1[C:10]([F:11])=[CH:9][C:8]([I:12])=[CH:7][C:3]=1[CH2:4][OH:5]. (6) Given the reactants Cl[C:2]1[CH:7]=[CH:6][C:5]([I:8])=[CH:4][N:3]=1.[O:9]1[CH2:14][CH2:13][N:12]([CH2:15][CH2:16][NH2:17])[CH2:11][CH2:10]1, predict the reaction product. The product is: [I:8][C:5]1[CH:6]=[CH:7][C:2]([NH:17][CH2:16][CH2:15][N:12]2[CH2:13][CH2:14][O:9][CH2:10][CH2:11]2)=[N:3][CH:4]=1.